From a dataset of NCI-60 drug combinations with 297,098 pairs across 59 cell lines. Regression. Given two drug SMILES strings and cell line genomic features, predict the synergy score measuring deviation from expected non-interaction effect. (1) Drug 1: CCCS(=O)(=O)NC1=C(C(=C(C=C1)F)C(=O)C2=CNC3=C2C=C(C=N3)C4=CC=C(C=C4)Cl)F. Drug 2: CCC(=C(C1=CC=CC=C1)C2=CC=C(C=C2)OCCN(C)C)C3=CC=CC=C3.C(C(=O)O)C(CC(=O)O)(C(=O)O)O. Synergy scores: CSS=12.6, Synergy_ZIP=-2.05, Synergy_Bliss=7.18, Synergy_Loewe=5.17, Synergy_HSA=5.08. Cell line: ACHN. (2) Drug 1: CCCS(=O)(=O)NC1=C(C(=C(C=C1)F)C(=O)C2=CNC3=C2C=C(C=N3)C4=CC=C(C=C4)Cl)F. Drug 2: CC(C1=C(C=CC(=C1Cl)F)Cl)OC2=C(N=CC(=C2)C3=CN(N=C3)C4CCNCC4)N. Cell line: HL-60(TB). Synergy scores: CSS=-11.9, Synergy_ZIP=-2.93, Synergy_Bliss=-14.4, Synergy_Loewe=-32.2, Synergy_HSA=-26.6. (3) Drug 1: COC1=C(C=C2C(=C1)N=CN=C2NC3=CC(=C(C=C3)F)Cl)OCCCN4CCOCC4. Drug 2: C1=NC(=NC(=O)N1C2C(C(C(O2)CO)O)O)N. Cell line: ACHN. Synergy scores: CSS=52.1, Synergy_ZIP=-0.977, Synergy_Bliss=-1.16, Synergy_Loewe=4.00, Synergy_HSA=5.34. (4) Drug 1: CCC1=C2CN3C(=CC4=C(C3=O)COC(=O)C4(CC)O)C2=NC5=C1C=C(C=C5)O. Drug 2: CC(C)NC(=O)C1=CC=C(C=C1)CNNC.Cl. Cell line: HT29. Synergy scores: CSS=24.2, Synergy_ZIP=-7.38, Synergy_Bliss=-1.75, Synergy_Loewe=-21.5, Synergy_HSA=-2.68. (5) Drug 1: CC(C)(C#N)C1=CC(=CC(=C1)CN2C=NC=N2)C(C)(C)C#N. Drug 2: C(CN)CNCCSP(=O)(O)O. Cell line: T-47D. Synergy scores: CSS=2.52, Synergy_ZIP=-6.37, Synergy_Bliss=-11.9, Synergy_Loewe=-12.0, Synergy_HSA=-11.2. (6) Drug 1: CC1C(C(CC(O1)OC2CC(CC3=C2C(=C4C(=C3O)C(=O)C5=C(C4=O)C(=CC=C5)OC)O)(C(=O)CO)O)N)O.Cl. Drug 2: CC1C(C(CC(O1)OC2CC(CC3=C2C(=C4C(=C3O)C(=O)C5=C(C4=O)C(=CC=C5)OC)O)(C(=O)CO)O)N)O.Cl. Cell line: MOLT-4. Synergy scores: CSS=51.5, Synergy_ZIP=-8.10, Synergy_Bliss=-12.3, Synergy_Loewe=-8.39, Synergy_HSA=-6.93. (7) Drug 1: B(C(CC(C)C)NC(=O)C(CC1=CC=CC=C1)NC(=O)C2=NC=CN=C2)(O)O. Drug 2: CC1CCC2CC(C(=CC=CC=CC(CC(C(=O)C(C(C(=CC(C(=O)CC(OC(=O)C3CCCCN3C(=O)C(=O)C1(O2)O)C(C)CC4CCC(C(C4)OC)OP(=O)(C)C)C)C)O)OC)C)C)C)OC. Cell line: HT29. Synergy scores: CSS=46.1, Synergy_ZIP=-1.91, Synergy_Bliss=-0.484, Synergy_Loewe=-1.05, Synergy_HSA=0.467. (8) Drug 1: CC1C(C(CC(O1)OC2CC(CC3=C2C(=C4C(=C3O)C(=O)C5=C(C4=O)C(=CC=C5)OC)O)(C(=O)C)O)N)O.Cl. Drug 2: CC(C)NC(=O)C1=CC=C(C=C1)CNNC.Cl. Cell line: T-47D. Synergy scores: CSS=13.9, Synergy_ZIP=-2.47, Synergy_Bliss=6.86, Synergy_Loewe=-16.1, Synergy_HSA=5.66.